From a dataset of Forward reaction prediction with 1.9M reactions from USPTO patents (1976-2016). Predict the product of the given reaction. (1) Given the reactants C(N(C(C)C)C(C)C)C.C(N1CCCO[CH:19]([CH2:24][NH:25][C:26]2[CH:31]=[CH:30][CH:29]=[CH:28][CH:27]=2)[CH2:18]1)C1C=CC=CC=1.C(Cl)(=[O:35])CC.[OH-].[Na+], predict the reaction product. The product is: [C:26]1([NH:25][C:24](=[O:35])[CH2:19][CH3:18])[CH:31]=[CH:30][CH:29]=[CH:28][CH:27]=1. (2) Given the reactants FC1C=CC(C(=O)CBr)=CC=1.[C:12]([CH:14]([CH2:20][C:21]([C:23]1[CH:28]=[CH:27][C:26]([F:29])=[CH:25][CH:24]=1)=O)[C:15]([O:17][CH2:18][CH3:19])=[O:16])#[N:13].FC1C=CC(C2NC=C(C(OCC)=O)C=2)=CC=1.[H-].[Na+].[C:49]1([S:55](Cl)(=[O:57])=[O:56])[CH:54]=[CH:53][CH:52]=[CH:51][CH:50]=1, predict the reaction product. The product is: [F:29][C:26]1[CH:27]=[CH:28][C:23]([C:21]2[N:13]([S:55]([C:49]3[CH:54]=[CH:53][CH:52]=[CH:51][CH:50]=3)(=[O:57])=[O:56])[CH:12]=[C:14]([C:15]([O:17][CH2:18][CH3:19])=[O:16])[CH:20]=2)=[CH:24][CH:25]=1.